Regression. Given two drug SMILES strings and cell line genomic features, predict the synergy score measuring deviation from expected non-interaction effect. From a dataset of NCI-60 drug combinations with 297,098 pairs across 59 cell lines. (1) Drug 1: CCC1=CC2CC(C3=C(CN(C2)C1)C4=CC=CC=C4N3)(C5=C(C=C6C(=C5)C78CCN9C7C(C=CC9)(C(C(C8N6C)(C(=O)OC)O)OC(=O)C)CC)OC)C(=O)OC.C(C(C(=O)O)O)(C(=O)O)O. Drug 2: C1CN(P(=O)(OC1)NCCCl)CCCl. Cell line: ACHN. Synergy scores: CSS=37.1, Synergy_ZIP=-5.89, Synergy_Bliss=0.959, Synergy_Loewe=-14.5, Synergy_HSA=1.34. (2) Drug 1: CS(=O)(=O)CCNCC1=CC=C(O1)C2=CC3=C(C=C2)N=CN=C3NC4=CC(=C(C=C4)OCC5=CC(=CC=C5)F)Cl. Drug 2: CC1C(C(CC(O1)OC2CC(CC3=C2C(=C4C(=C3O)C(=O)C5=CC=CC=C5C4=O)O)(C(=O)C)O)N)O. Cell line: OVCAR-4. Synergy scores: CSS=28.8, Synergy_ZIP=1.26, Synergy_Bliss=5.34, Synergy_Loewe=-25.5, Synergy_HSA=4.23. (3) Drug 1: CN(CC1=CN=C2C(=N1)C(=NC(=N2)N)N)C3=CC=C(C=C3)C(=O)NC(CCC(=O)O)C(=O)O. Drug 2: C1=CN(C(=O)N=C1N)C2C(C(C(O2)CO)O)O.Cl. Cell line: HOP-92. Synergy scores: CSS=29.3, Synergy_ZIP=-7.96, Synergy_Bliss=-9.62, Synergy_Loewe=-5.83, Synergy_HSA=-5.54. (4) Drug 1: CC(CN1CC(=O)NC(=O)C1)N2CC(=O)NC(=O)C2. Drug 2: CN(C)C1=NC(=NC(=N1)N(C)C)N(C)C. Cell line: SK-OV-3. Synergy scores: CSS=11.3, Synergy_ZIP=-1.94, Synergy_Bliss=-1.14, Synergy_Loewe=-4.17, Synergy_HSA=-1.71. (5) Drug 1: CC(CN1CC(=O)NC(=O)C1)N2CC(=O)NC(=O)C2. Drug 2: CCN(CC)CCCC(C)NC1=C2C=C(C=CC2=NC3=C1C=CC(=C3)Cl)OC. Cell line: RPMI-8226. Synergy scores: CSS=69.7, Synergy_ZIP=4.36, Synergy_Bliss=1.66, Synergy_Loewe=-9.43, Synergy_HSA=7.36. (6) Drug 1: CC1CCC2CC(C(=CC=CC=CC(CC(C(=O)C(C(C(=CC(C(=O)CC(OC(=O)C3CCCCN3C(=O)C(=O)C1(O2)O)C(C)CC4CCC(C(C4)OC)O)C)C)O)OC)C)C)C)OC. Drug 2: CNC(=O)C1=NC=CC(=C1)OC2=CC=C(C=C2)NC(=O)NC3=CC(=C(C=C3)Cl)C(F)(F)F. Cell line: HCT116. Synergy scores: CSS=0.395, Synergy_ZIP=-4.57, Synergy_Bliss=-5.14, Synergy_Loewe=-7.80, Synergy_HSA=-6.79.